From a dataset of CYP1A2 inhibition data for predicting drug metabolism from PubChem BioAssay. Regression/Classification. Given a drug SMILES string, predict its absorption, distribution, metabolism, or excretion properties. Task type varies by dataset: regression for continuous measurements (e.g., permeability, clearance, half-life) or binary classification for categorical outcomes (e.g., BBB penetration, CYP inhibition). Dataset: cyp1a2_veith. (1) The result is 1 (inhibitor). The drug is O=C(c1csnn1)N1CCC2(CC1)CN(c1cccc(-c3ccccc3)c1)C2. (2) The compound is N#Cc1ccc(CN2CC3(CCN(C(=O)c4ccncc4)CC3)C2)cc1. The result is 0 (non-inhibitor). (3) The compound is CNc1ncc(C(=O)c2ccccc2)s1. The result is 1 (inhibitor). (4) The drug is S=c1[nH]nc(CCc2ccccc2)n1Cc1ccccc1. The result is 1 (inhibitor).